This data is from Peptide-MHC class I binding affinity with 185,985 pairs from IEDB/IMGT. The task is: Regression. Given a peptide amino acid sequence and an MHC pseudo amino acid sequence, predict their binding affinity value. This is MHC class I binding data. (1) The peptide sequence is TPNYMKLLVY. The MHC is HLA-B51:01 with pseudo-sequence HLA-B51:01. The binding affinity (normalized) is 0.0516. (2) The peptide sequence is LEKARGSTY. The MHC is HLA-A01:01 with pseudo-sequence HLA-A01:01. The binding affinity (normalized) is 0.